Dataset: Peptide-MHC class II binding affinity with 134,281 pairs from IEDB. Task: Regression. Given a peptide amino acid sequence and an MHC pseudo amino acid sequence, predict their binding affinity value. This is MHC class II binding data. (1) The peptide sequence is NFRFMSKGGMRNVFDEVIPT. The MHC is DRB1_0401 with pseudo-sequence DRB1_0401. The binding affinity (normalized) is 0.408. (2) The peptide sequence is DLEKYVEDTKIDLWS. The MHC is DRB1_0401 with pseudo-sequence DRB1_0401. The binding affinity (normalized) is 0.